From a dataset of Forward reaction prediction with 1.9M reactions from USPTO patents (1976-2016). Predict the product of the given reaction. (1) Given the reactants [C:1]([CH2:4][CH2:5][C:6]1[CH:7]=[C:8]([CH:25]=[CH:26][C:27]=1[O:28][CH2:29][CH:30]([CH3:32])[CH3:31])[C:9]([C:11]1[CH:19]=[CH:18][C:14]([C:15]([OH:17])=[O:16])=[CH:13][C:12]=1[O:20][CH2:21][CH:22]([CH3:24])[CH3:23])=[O:10])([OH:3])=[O:2].[C:33](N1C=CN=C1)(N1C=CN=C1)=O.CO.Cl, predict the reaction product. The product is: [CH2:21]([O:20][C:12]1[CH:13]=[C:14]([CH:18]=[CH:19][C:11]=1[C:9](=[O:10])[C:8]1[CH:25]=[CH:26][C:27]([O:28][CH2:29][CH:30]([CH3:32])[CH3:31])=[C:6]([CH2:5][CH2:4][C:1]([O:3][CH3:33])=[O:2])[CH:7]=1)[C:15]([OH:17])=[O:16])[CH:22]([CH3:23])[CH3:24]. (2) Given the reactants [CH3:1][O:2][C:3]1[CH:4]=[C:5]([C:9]2[C:14]([NH2:15])=[CH:13][C:12]([N:16]3[CH2:21][CH2:20][O:19][CH2:18][CH2:17]3)=[CH:11][N:10]=2)[CH:6]=[N:7][CH:8]=1.Cl[C:23]1[C:32]2[C:27](=[CH:28][C:29]([F:34])=[CH:30][C:31]=2[F:33])[N:26]=[C:25]([C:35]2[CH:40]=[CH:39][CH:38]=[CH:37][N:36]=2)[C:24]=1[CH3:41].C1(P(C2CCCCC2)C2C=CC=CC=2C2C(C(C)C)=CC(C(C)C)=CC=2C(C)C)CCCCC1.CC(C)([O-])C.[Na+], predict the reaction product. The product is: [F:33][C:31]1[CH:30]=[C:29]([F:34])[CH:28]=[C:27]2[C:32]=1[C:23]([NH:15][C:14]1[C:9]([C:5]3[CH:6]=[N:7][CH:8]=[C:3]([O:2][CH3:1])[CH:4]=3)=[N:10][CH:11]=[C:12]([N:16]3[CH2:21][CH2:20][O:19][CH2:18][CH2:17]3)[CH:13]=1)=[C:24]([CH3:41])[C:25]([C:35]1[CH:40]=[CH:39][CH:38]=[CH:37][N:36]=1)=[N:26]2. (3) Given the reactants C([N:6]1[CH2:11][CH2:10][CH:9]([N:12]([CH3:14])[CH3:13])[CH:8]([CH3:15])[CH2:7]1)(OCC)=O, predict the reaction product. The product is: [CH3:13][N:12]([CH3:14])[CH:9]1[CH2:10][CH2:11][NH:6][CH2:7][CH:8]1[CH3:15]. (4) Given the reactants [Br:1][C:2]1[C:3]([NH:9][C:10]2[CH:15]=[CH:14][CH:13]=[CH:12][C:11]=2[NH:16][S:17]([CH3:20])(=[O:19])=[O:18])=[N:4][C:5](Cl)=[N:6][CH:7]=1.[F:21][CH:22]([F:31])[O:23][C:24]1[CH:30]=[CH:29][CH:28]=[CH:27][C:25]=1[NH2:26], predict the reaction product. The product is: [Br:1][C:2]1[C:3]([NH:9][C:10]2[CH:15]=[CH:14][CH:13]=[CH:12][C:11]=2[NH:16][S:17]([CH3:20])(=[O:19])=[O:18])=[N:4][C:5]([NH:26][C:25]2[CH:27]=[CH:28][CH:29]=[CH:30][C:24]=2[O:23][CH:22]([F:21])[F:31])=[N:6][CH:7]=1. (5) Given the reactants [F:1][C:2]1[CH:9]=[CH:8][C:5](C=O)=[CH:4][CH:3]=1.Cl[CH:11]([Cl:16])[C:12](OC)=[O:13].C[C:18]([O:21]C)(C)C.[CH3:23][O-:24].[Na+], predict the reaction product. The product is: [Cl:16][CH:11]([C:5]1[CH:8]=[CH:9][C:2]([F:1])=[CH:3][CH:4]=1)[C:12](=[O:13])[C:23]([O:21][CH3:18])=[O:24]. (6) Given the reactants [C:1]([NH:9][NH2:10])(=[O:8])[C:2]1[CH:7]=[CH:6][CH:5]=[CH:4][CH:3]=1.CN1CCCC1=O.[CH3:18][C:19]1[CH:27]=[C:26]([CH3:28])[CH:25]=[C:24]([CH3:29])[C:20]=1[C:21](Cl)=[O:22], predict the reaction product. The product is: [CH3:18][C:19]1[CH:27]=[C:26]([CH3:28])[CH:25]=[C:24]([CH3:29])[C:20]=1[C:21]([NH:10][NH:9][C:1](=[O:8])[C:2]1[CH:7]=[CH:6][CH:5]=[CH:4][CH:3]=1)=[O:22]. (7) Given the reactants C([O:3][C:4]([CH:6]1[CH:10]([CH2:11][C:12]2[CH:17]=[CH:16][CH:15]=[CH:14][C:13]=2[Br:18])[CH2:9][N:8]([CH2:19][C:20]2[CH:25]=[CH:24][CH:23]=[CH:22][CH:21]=2)[CH2:7]1)=O)C, predict the reaction product. The product is: [CH2:19]([N:8]1[CH2:9][C@@H:10]([CH2:11][C:12]2[CH:17]=[CH:16][CH:15]=[CH:14][C:13]=2[Br:18])[C@H:6]([CH2:4][OH:3])[CH2:7]1)[C:20]1[CH:21]=[CH:22][CH:23]=[CH:24][CH:25]=1. (8) The product is: [Cl:27][C:6]1[CH:5]=[N:4][CH:3]=[C:2]([Cl:1])[C:7]=1[NH:8][C:9]1[NH:10][C:11]2[C:17]3[CH2:18][C:19]([CH3:22])([CH3:21])[O:20][C:16]=3[C:15]([C:23]([NH:33][C:32]3[CH:34]=[CH:35][C:29]([F:28])=[C:30]([C:36]([F:39])([F:37])[F:38])[CH:31]=3)=[O:25])=[CH:14][C:12]=2[N:13]=1. Given the reactants [Cl:1][C:2]1[CH:3]=[N:4][CH:5]=[C:6]([Cl:27])[C:7]=1[NH:8][C:9]1[NH:10][C:11]2[C:17]3[CH2:18][C:19]([CH3:22])([CH3:21])[O:20][C:16]=3[C:15]([C:23]([O:25]C)=O)=[CH:14][C:12]=2[N:13]=1.[F:28][C:29]1[CH:35]=[CH:34][C:32]([NH2:33])=[CH:31][C:30]=1[C:36]([F:39])([F:38])[F:37].C[Al](C)C, predict the reaction product. (9) Given the reactants Cl[C:2]1[CH:7]=[C:6]([O:8][C:9]2[CH:10]=[CH:11][C:12]([NH:15][C:16](=[O:22])[O:17][C:18]([CH3:21])([CH3:20])[CH3:19])=[N:13][CH:14]=2)[CH:5]=[CH:4][N:3]=1.[C:23]([Si](C)(C)C)#[CH:24], predict the reaction product. The product is: [C:23]([C:2]1[CH:7]=[C:6]([O:8][C:9]2[CH:10]=[CH:11][C:12]([NH:15][C:16](=[O:22])[O:17][C:18]([CH3:21])([CH3:20])[CH3:19])=[N:13][CH:14]=2)[CH:5]=[CH:4][N:3]=1)#[CH:24].